Dataset: Full USPTO retrosynthesis dataset with 1.9M reactions from patents (1976-2016). Task: Predict the reactants needed to synthesize the given product. (1) Given the product [C:15]([O:14][C:5]1[CH:6]=[CH:7][C:8]([S:10]([CH3:13])(=[O:12])=[O:11])=[CH:9][C:4]=1[C:3]([OH:19])=[O:2])([CH3:18])([CH3:17])[CH3:16], predict the reactants needed to synthesize it. The reactants are: C[O:2][C:3](=[O:19])[C:4]1[CH:9]=[C:8]([S:10]([CH3:13])(=[O:12])=[O:11])[CH:7]=[CH:6][C:5]=1[O:14][C:15]([CH3:18])([CH3:17])[CH3:16].O.[OH-].[Li+]. (2) The reactants are: C([O:3][C:4]([C:6]1[C:10]([N+:11]([O-:13])=[O:12])=[CH:9][N:8]([CH2:14][CH2:15][C:16]2[CH:21]=[CH:20][CH:19]=[CH:18][CH:17]=2)[N:7]=1)=O)C.[BH4-].[Na+]. Given the product [N+:11]([C:10]1[C:6]([CH2:4][OH:3])=[N:7][N:8]([CH2:14][CH2:15][C:16]2[CH:17]=[CH:18][CH:19]=[CH:20][CH:21]=2)[CH:9]=1)([O-:13])=[O:12], predict the reactants needed to synthesize it. (3) Given the product [Cl:1][C:2]1[CH:7]=[CH:6][C:5]([CH:8]([C:14]2[C:22]3[C:17](=[C:18]([NH:23][S:24]([CH3:27])(=[O:26])=[O:25])[CH:19]=[CH:20][CH:21]=3)[NH:16][N:15]=2)[CH2:9][CH2:10][C:11]2[O:12][N:33]=[C:31]([CH3:32])[N:30]=2)=[C:4]([F:28])[CH:3]=1, predict the reactants needed to synthesize it. The reactants are: [Cl:1][C:2]1[CH:7]=[CH:6][C:5]([CH:8]([C:14]2[C:22]3[C:17](=[C:18]([NH:23][S:24]([CH3:27])(=[O:26])=[O:25])[CH:19]=[CH:20][CH:21]=3)[NH:16][N:15]=2)[CH2:9][CH2:10][C:11](O)=[O:12])=[C:4]([F:28])[CH:3]=1.O[N:30]=[C:31]([NH2:33])[CH3:32].C(Cl)CCl. (4) The reactants are: [C@@H:1]1([N:10]2[C:19]3[N:18]=[CH:17][N:16]=[C:14]([NH2:15])[C:13]=3[N:12]=[CH:11]2)[O:9][C@H:6]([CH2:7][OH:8])[C@@H:4]([OH:5])[C@H:2]1[OH:3].OO.[OH-].[Na+].C(=S)=[S:25]. Given the product [CH:11]1[N:10]([C@@H:1]2[O:9][C@H:6]([CH2:7][OH:8])[C@@H:4]([OH:5])[C@H:2]2[OH:3])[C:19]2[C:13](=[C:14]([NH2:15])[NH:16][C:17]([N:18]=2)=[S:25])[N:12]=1, predict the reactants needed to synthesize it.